This data is from Reaction yield outcomes from USPTO patents with 853,638 reactions. The task is: Predict the reaction yield, written as a fraction of the theoretical maximum amount of product (1.0 means a 100% yield; for example, 0.34 means a 34% yield). The reactants are [Br:1][C:2]1[CH:7]=[C:6]([F:8])[C:5]([CH2:9][CH2:10][OH:11])=[C:4]([F:12])[CH:3]=1.N1C=CC=CC=1.[C:19](OC(=O)C)(=[O:21])[CH3:20]. The catalyst is ClCCl.CN(C)C1C=CN=CC=1. The product is [C:19]([O:11][CH2:10][CH2:9][C:5]1[C:4]([F:12])=[CH:3][C:2]([Br:1])=[CH:7][C:6]=1[F:8])(=[O:21])[CH3:20]. The yield is 0.760.